This data is from Forward reaction prediction with 1.9M reactions from USPTO patents (1976-2016). The task is: Predict the product of the given reaction. (1) Given the reactants Cl[CH2:2][C:3]([NH:5][C:6]1[CH:19]=[CH:18][C:17]2[C:16](=[O:20])[C:15]3[C:10](=[CH:11][C:12]([NH:21][C:22](=[O:25])[CH2:23]Cl)=[CH:13][CH:14]=3)[C:9](=[O:26])[C:8]=2[CH:7]=1)=[O:4].[CH2:27]([NH2:31])[CH2:28][CH2:29][CH3:30].[N:32]1C=[CH:36][CH:35]=[CH:34][CH:33]=1, predict the reaction product. The product is: [CH2:27]([NH:31][CH2:2][C:3]([NH:5][C:6]1[CH:19]=[CH:18][C:17]2[C:16](=[O:20])[C:15]3[C:10](=[CH:11][C:12]([NH:21][C:22](=[O:25])[CH2:23][NH:32][CH2:33][CH2:34][CH2:35][CH3:36])=[CH:13][CH:14]=3)[C:9](=[O:26])[C:8]=2[CH:7]=1)=[O:4])[CH2:28][CH2:29][CH3:30]. (2) Given the reactants [OH:1][C:2]1[C:11]([CH:12]=[O:13])=[C:10]2[C:5]([C:6](=[O:24])[N:7]([C:17]3[CH:22]=[CH:21][C:20]([CH3:23])=[CH:19][CH:18]=3)[C:8]([CH:14]([CH3:16])[CH3:15])=[N:9]2)=[CH:4][CH:3]=1.[BH4-].[Na+], predict the reaction product. The product is: [OH:1][C:2]1[C:11]([CH2:12][OH:13])=[C:10]2[C:5]([C:6](=[O:24])[N:7]([C:17]3[CH:18]=[CH:19][C:20]([CH3:23])=[CH:21][CH:22]=3)[C:8]([CH:14]([CH3:16])[CH3:15])=[N:9]2)=[CH:4][CH:3]=1.